From a dataset of Catalyst prediction with 721,799 reactions and 888 catalyst types from USPTO. Predict which catalyst facilitates the given reaction. (1) Reactant: C[O:2][C:3](=[O:15])[C:4]1[CH:9]=[CH:8][C:7]([CH:10]([CH3:12])[CH3:11])=[C:6]([C:13]#[N:14])[CH:5]=1.O.Cl.C(Cl)(Cl)Cl. Product: [C:13]([C:6]1[CH:5]=[C:4]([CH:9]=[CH:8][C:7]=1[CH:10]([CH3:12])[CH3:11])[C:3]([OH:15])=[O:2])#[N:14]. The catalyst class is: 702. (2) Reactant: [F:1][C:2]([F:8])([CH:5]([F:7])[F:6])[CH2:3][OH:4].[H-].[Na+].Cl[C:12]1[C:17]([Cl:18])=[CH:16][CH:15]=[CH:14][N:13]=1. Product: [Cl:18][C:17]1[C:12]([O:4][CH2:3][C:2]([F:8])([F:1])[CH:5]([F:7])[F:6])=[N:13][CH:14]=[CH:15][CH:16]=1. The catalyst class is: 1. (3) Reactant: [N:1]1[N:2]([C:6]2[CH:7]=[C:8]([NH:12][C:13]3[C:14]([C:27]#[N:28])=[N:15][CH:16]=[C:17]([NH:19][C@@H:20]4[CH2:25][CH2:24][CH2:23][CH2:22][C@@H:21]4[NH2:26])[CH:18]=3)[CH:9]=[CH:10][CH:11]=2)[N:3]=[CH:4][CH:5]=1.[OH-].[Na+].OO.CC(O)=[O:35]. Product: [N:1]1[N:2]([C:6]2[CH:7]=[C:8]([NH:12][C:13]3[C:14]([C:27]([NH2:28])=[O:35])=[N:15][CH:16]=[C:17]([NH:19][C@@H:20]4[CH2:25][CH2:24][CH2:23][CH2:22][C@@H:21]4[NH2:26])[CH:18]=3)[CH:9]=[CH:10][CH:11]=2)[N:3]=[CH:4][CH:5]=1. The catalyst class is: 593.